From a dataset of Full USPTO retrosynthesis dataset with 1.9M reactions from patents (1976-2016). Predict the reactants needed to synthesize the given product. (1) Given the product [CH2:31]([O:32][CH2:33][CH2:34][O:35][CH2:36][CH2:37][S:6][C:7]1[N:8]([C:17]2[CH:18]=[CH:19][C:20]([O:23][CH2:24][C:25]([F:28])([F:27])[F:26])=[CH:21][CH:22]=2)[C:9](=[O:16])[C:10]2[NH:15][CH:14]=[CH:13][C:11]=2[N:12]=1)[CH3:30], predict the reactants needed to synthesize it. The reactants are: C(=O)([O-])O.[Na+].[S:6]=[C:7]1[NH:12][C:11]2[CH:13]=[CH:14][NH:15][C:10]=2[C:9](=[O:16])[N:8]1[C:17]1[CH:22]=[CH:21][C:20]([O:23][CH2:24][C:25]([F:28])([F:27])[F:26])=[CH:19][CH:18]=1.Br[CH2:30][CH2:31][O:32][CH2:33][CH2:34][O:35][CH2:36][CH3:37].[I-].[Na+]. (2) The reactants are: [CH2:1]([C:5]1[O:6][C:7]2[CH:32]=[CH:31][CH:30]=[CH:29][C:8]=2[C:9]=1[C:10]([NH:12][C:13]1[CH:18]=[CH:17][C:16]([C:19]2[CH:24]=[CH:23][C:22]([O:25][CH2:26][C:27]#[N:28])=[CH:21][CH:20]=2)=[CH:15][CH:14]=1)=[O:11])[CH2:2][CH2:3][CH3:4].[N-:33]=[N+:34]=[N-:35].[Na+].[Cl-].[NH4+]. Given the product [CH2:1]([C:5]1[O:6][C:7]2[CH:32]=[CH:31][CH:30]=[CH:29][C:8]=2[C:9]=1[C:10]([NH:12][C:13]1[CH:18]=[CH:17][C:16]([C:19]2[CH:24]=[CH:23][C:22]([O:25][CH2:26][C:27]3[NH:35][N:34]=[N:33][N:28]=3)=[CH:21][CH:20]=2)=[CH:15][CH:14]=1)=[O:11])[CH2:2][CH2:3][CH3:4], predict the reactants needed to synthesize it. (3) Given the product [CH2:17]([O:16][CH:13]1[CH:14]([CH3:15])[CH2:1][C:2]2[CH2:11][CH2:10][C:9]3[CH:8]=[CH:7][CH:6]=[CH:5][C:4]=3[C:3]=2[O:12]1)[CH3:18], predict the reactants needed to synthesize it. The reactants are: [CH2:1]=[C:2]1[CH2:11][CH2:10][C:9]2[C:4](=[CH:5][CH:6]=[CH:7][CH:8]=2)[C:3]1=[O:12].[CH:13]([O:16][CH2:17][CH3:18])=[CH:14][CH3:15]. (4) Given the product [CH2:22]([C:21]1[N:9]([CH3:8])[N:10]=[C:11]2[C:20]=1[C:19]1[CH:18]=[CH:17][CH:16]=[CH:15][C:14]=1[N:13]=[C:12]2[NH:26][C:28](=[O:29])[O:30][CH2:31][CH3:32])[CH:23]([CH3:24])[CH3:25], predict the reactants needed to synthesize it. The reactants are: C(N(CC)CC)C.[CH3:8][N:9]1[C:21]([CH2:22][CH:23]([CH3:25])[CH3:24])=[C:20]2[C:11]([C:12]([NH2:26])=[N:13][C:14]3[CH:15]=[CH:16][CH:17]=[CH:18][C:19]=32)=[N:10]1.Cl[C:28]([O:30][CH2:31][CH3:32])=[O:29].